Dataset: Full USPTO retrosynthesis dataset with 1.9M reactions from patents (1976-2016). Task: Predict the reactants needed to synthesize the given product. (1) Given the product [OH:2][C:3]1[CH:4]=[C:5]([C:9]2([C:12]#[N:13])[CH2:10][CH2:11]2)[CH:6]=[CH:7][CH:8]=1, predict the reactants needed to synthesize it. The reactants are: C[O:2][C:3]1[CH:4]=[C:5]([C:9]2([C:12]#[N:13])[CH2:11][CH2:10]2)[CH:6]=[CH:7][CH:8]=1.B(Br)(Br)Br. (2) Given the product [CH3:1][C@H:2]([O:10][C:11]1[CH:12]=[C:13]([CH:27]=[C:28]([OH:30])[CH:29]=1)[C:14]([NH:16][C:17]1[N:22]=[CH:21][C:20]([C:23]([O:25][CH3:26])=[O:24])=[CH:19][CH:18]=1)=[O:15])[CH2:3][C:4]1[CH:5]=[CH:6][CH:7]=[CH:8][CH:9]=1, predict the reactants needed to synthesize it. The reactants are: [CH3:1][C@H:2]([O:10][C:11]1[CH:12]=[C:13]([CH:27]=[C:28]([O:30]CC2C=CC=CC=2)[CH:29]=1)[C:14]([NH:16][C:17]1[N:22]=[CH:21][C:20]([C:23]([O:25][CH3:26])=[O:24])=[CH:19][CH:18]=1)=[O:15])[CH2:3][C:4]1[CH:9]=[CH:8][CH:7]=[CH:6][CH:5]=1.C1COCC1.[H][H]. (3) Given the product [C:11]([C:9]1[CH:8]=[CH:7][C:3]([C:4]([OH:6])=[O:5])=[C:2]([O:23][C:17]2[CH:18]=[CH:19][C:20]([F:22])=[CH:21][C:16]=2[Cl:15])[CH:10]=1)([CH3:14])([CH3:13])[CH3:12], predict the reactants needed to synthesize it. The reactants are: Br[C:2]1[CH:10]=[C:9]([C:11]([CH3:14])([CH3:13])[CH3:12])[CH:8]=[CH:7][C:3]=1[C:4]([OH:6])=[O:5].[Cl:15][C:16]1[CH:21]=[C:20]([F:22])[CH:19]=[CH:18][C:17]=1[OH:23].C([O-])([O-])=O.[Cs+].[Cs+]. (4) The reactants are: [Br:1][C:2]1[S:3][C:4]([C:8]([OH:10])=[O:9])=[C:5]([Br:7])[N:6]=1.[CH3:11]N(C)CCCN=C=NCC. Given the product [CH3:11][O:9][C:8]([C:4]1[S:3][C:2]([Br:1])=[N:6][C:5]=1[Br:7])=[O:10], predict the reactants needed to synthesize it. (5) Given the product [CH2:1]([NH:13][C:22]([C:24]1[CH:25]=[C:26]([C:35]2[CH:40]=[CH:39][CH:38]=[C:37]([Cl:41])[CH:36]=2)[C:27]([O:31][CH2:32][CH2:33][OH:34])=[C:28]([Br:30])[CH:29]=1)=[O:21])[CH2:2][CH2:3][CH2:4][CH2:5][CH2:6][CH2:7][CH2:8][CH2:9][CH2:10][CH2:11][CH3:12], predict the reactants needed to synthesize it. The reactants are: [CH2:1]([NH2:13])[CH2:2][CH2:3][CH2:4][CH2:5][CH2:6][CH2:7][CH2:8][CH2:9][CH2:10][CH2:11][CH3:12].[Li]CCCC.C([O:21][C:22]([C:24]1[CH:25]=[C:26]([C:35]2[CH:40]=[CH:39][CH:38]=[C:37]([Cl:41])[CH:36]=2)[C:27]([O:31][CH2:32][CH2:33][OH:34])=[C:28]([Br:30])[CH:29]=1)=O)C.CCOC(C)=O. (6) Given the product [C:1]([O:5][C:6]([NH:8][C@H:9]([C:32]([O:34][C:35]([CH3:38])([CH3:37])[CH3:36])=[O:33])[CH2:10][C@H:11]([CH2:19][CH2:20][CH2:21][C:22]1[CH:27]=[CH:26][C:25]([CH2:28][CH2:29][CH2:30][O:31][S:45]([C:42]2[CH:43]=[CH:44][C:39]([CH3:59])=[CH:40][CH:41]=2)(=[O:47])=[O:46])=[CH:24][CH:23]=1)[C:12]([O:14][C:15]([CH3:16])([CH3:17])[CH3:18])=[O:13])=[O:7])([CH3:2])([CH3:3])[CH3:4], predict the reactants needed to synthesize it. The reactants are: [C:1]([O:5][C:6]([NH:8][C@H:9]([C:32]([O:34][C:35]([CH3:38])([CH3:37])[CH3:36])=[O:33])[CH2:10][C@H:11]([CH2:19][CH2:20][CH2:21][C:22]1[CH:27]=[CH:26][C:25]([CH2:28][CH2:29][CH2:30][OH:31])=[CH:24][CH:23]=1)[C:12]([O:14][C:15]([CH3:18])([CH3:17])[CH3:16])=[O:13])=[O:7])([CH3:4])([CH3:3])[CH3:2].[C:39]1([CH3:59])[CH:44]=[CH:43][C:42]([S:45](O[S:45]([C:42]2[CH:43]=[CH:44][C:39]([CH3:59])=[CH:40][CH:41]=2)(=[O:47])=[O:46])(=[O:47])=[O:46])=[CH:41][CH:40]=1.Cl.